This data is from Forward reaction prediction with 1.9M reactions from USPTO patents (1976-2016). The task is: Predict the product of the given reaction. Given the reactants NC1C=C([NH:8][C:9]2[N:14]=[C:13]([NH:15]C3C=CC=C(N)C=3)[C:12]([F:23])=[CH:11][N:10]=2)C=CC=1.C(OCCBr)C1C=CC=CC=1, predict the reaction product. The product is: [F:23][C:12]1[C:13]([NH2:15])=[N:14][C:9]([NH2:8])=[N:10][CH:11]=1.